This data is from Experimentally validated miRNA-target interactions with 360,000+ pairs, plus equal number of negative samples. The task is: Binary Classification. Given a miRNA mature sequence and a target amino acid sequence, predict their likelihood of interaction. The miRNA is mmu-miR-19b-3p with sequence UGUGCAAAUCCAUGCAAAACUGA. The protein sequence of the target gene is MANSMNGRNPGGRGGNPRKGRILGIIDAIQDAVGPPKQAAADRRTVEKTWKLMDKVVRLCQNPKLQLKNSPPYILDILPDTYQHLRLILSKYDDNQKLAQLSENEYFKIYIDSLMKKSKRAIRLFKEGKERMYEEQSQDRRNLTKLSLIFSHMLAEIKAIFPNGQFQGDNFRITKADAAEFWRKFFGDKTIVPWKVFRQCLHEVHQISSGLEAMALKSTIDLTCNDYISVFEFDIFTRLFQPWGSILRNWNFLAVTHPGYMAFLTYDEVKARLQKYSTKPGSYIFRLSCTRLGQWAIGYV.... Result: 1 (interaction).